Predict the product of the given reaction. From a dataset of Forward reaction prediction with 1.9M reactions from USPTO patents (1976-2016). (1) Given the reactants [CH2:1]([NH:8][C:9](=[O:25])[C@H:10]([NH:14][C:15](OCC1C=CC=CC=1)=[O:16])[CH2:11][O:12][CH3:13])[C:2]1[CH:7]=[CH:6][CH:5]=[CH:4][CH:3]=1.[CH2:26](N(CC)CC)C.C(OC(=O)C)(=O)C.C(OCC)(=O)C.CCCCCCC, predict the reaction product. The product is: [C:15]([NH:14][C@H:10]([CH2:11][O:12][CH3:13])[C:9]([NH:8][CH2:1][C:2]1[CH:7]=[CH:6][CH:5]=[CH:4][CH:3]=1)=[O:25])(=[O:16])[CH3:26]. (2) Given the reactants [Cl:1][C:2]1[CH:42]=[CH:41][C:5]([CH2:6][C@@H:7]([NH:28][CH:29]2[CH2:34][CH2:33][CH:32]([N:35]3[CH2:39][CH2:38][CH2:37][C:36]3=[O:40])[CH2:31][CH2:30]2)[C:8]([N:10]2[CH2:15][CH2:14][C:13]([CH:22]3[CH2:27][CH2:26][CH2:25][CH2:24][CH2:23]3)([CH2:16][N:17]3[CH:21]=[N:20][CH:19]=[N:18]3)[CH2:12][CH2:11]2)=[O:9])=[CH:4][CH:3]=1.Cl, predict the reaction product. The product is: [ClH:1].[Cl:1][C:2]1[CH:42]=[CH:41][C:5]([CH2:6][C@@H:7]([NH:28][CH:29]2[CH2:34][CH2:33][CH:32]([N:35]3[CH2:39][CH2:38][CH2:37][C:36]3=[O:40])[CH2:31][CH2:30]2)[C:8]([N:10]2[CH2:15][CH2:14][C:13]([CH:22]3[CH2:23][CH2:24][CH2:25][CH2:26][CH2:27]3)([CH2:16][N:17]3[CH:21]=[N:20][CH:19]=[N:18]3)[CH2:12][CH2:11]2)=[O:9])=[CH:4][CH:3]=1. (3) Given the reactants [F:1][C:2]1[CH:7]=[CH:6][C:5]([C:8]2[S:12][CH:11]([C:13]3[CH:18]=[CH:17][CH:16]=[C:15]([O:19][Si](C(C)C)(C(C)C)C(C)C)[C:14]=3[O:30][CH3:31])[N:10]([C:32]([C:34]3[C:39]([F:40])=[CH:38][C:37]([F:41])=[CH:36][C:35]=3[F:42])=[O:33])[N:9]=2)=[CH:4][CH:3]=1.[F-].C([N+](CCCC)(CCCC)CCCC)CCC.[CH3:61][O:62][C:63](=[O:72])[C:64]1[CH:69]=[CH:68][CH:67]=[C:66]([CH2:70]Br)[CH:65]=1, predict the reaction product. The product is: [CH3:61][O:62][C:63](=[O:72])[C:64]1[CH:69]=[CH:68][CH:67]=[C:66]([CH2:70][O:19][C:15]2[CH:16]=[CH:17][CH:18]=[C:13]([CH:11]3[N:10]([C:32](=[O:33])[C:34]4[C:35]([F:42])=[CH:36][C:37]([F:41])=[CH:38][C:39]=4[F:40])[N:9]=[C:8]([C:5]4[CH:6]=[CH:7][C:2]([F:1])=[CH:3][CH:4]=4)[S:12]3)[C:14]=2[O:30][CH3:31])[CH:65]=1. (4) Given the reactants [NH2:1][C:2]1[C:3]([C:9](O)=O)=[N:4][C:5]([Br:8])=[CH:6][N:7]=1.[C:12]1([C:18](=[S:21])[NH:19][NH2:20])[CH:17]=[CH:16][CH:15]=[CH:14][CH:13]=1.BrP(Br)(C1C=CC=CC=1)(C1C=CC=CC=1)C1C=CC=CC=1.CCN(C(C)C)C(C)C, predict the reaction product. The product is: [Br:8][C:5]1[N:4]=[C:3]([C:9]2[S:21][C:18]([C:12]3[CH:17]=[CH:16][CH:15]=[CH:14][CH:13]=3)=[N:19][N:20]=2)[C:2]([NH2:1])=[N:7][CH:6]=1. (5) Given the reactants [Cl:1][C:2]1[CH:3]=[C:4]([OH:26])[CH:5]=[CH:6][C:7]=1[CH:8]([CH3:25])[C:9]([OH:24])([C:14]1[CH:15]=[N:16][C:17]2[C:22]([CH:23]=1)=[CH:21][CH:20]=[CH:19][CH:18]=2)[C:10]([F:13])([F:12])[F:11].[CH3:27][O:28][C:29](=[O:39])[CH2:30][C:31]1[CH:36]=[CH:35][CH:34]=[C:33]([CH2:37]Cl)[CH:32]=1, predict the reaction product. The product is: [CH3:27][O:28][C:29](=[O:39])[CH2:30][C:31]1[CH:36]=[CH:35][CH:34]=[C:33]([CH2:37][O:26][C:4]2[CH:5]=[CH:6][C:7]([CH:8]([CH3:25])[C:9]([OH:24])([C:14]3[CH:15]=[N:16][C:17]4[C:22]([CH:23]=3)=[CH:21][CH:20]=[CH:19][CH:18]=4)[C:10]([F:11])([F:13])[F:12])=[C:2]([Cl:1])[CH:3]=2)[CH:32]=1.